This data is from Catalyst prediction with 721,799 reactions and 888 catalyst types from USPTO. The task is: Predict which catalyst facilitates the given reaction. Reactant: Cl.[OH:2][CH:3]1[CH2:8][CH2:7][CH:6]([NH:9][C:10]([C@H:12]2[CH2:17][CH2:16][CH2:15][NH:14][CH2:13]2)=[O:11])[CH2:5][CH2:4]1.Cl[C:19]1[CH:28]=[CH:27][C:22]([C:23]([O:25][CH3:26])=[O:24])=[CH:21][N:20]=1.C(N(CC)C(C)C)(C)C.CN(C)C=O.C(O)(C(F)(F)F)=O. Product: [OH:2][CH:3]1[CH2:4][CH2:5][CH:6]([NH:9][C:10]([C@H:12]2[CH2:17][CH2:16][CH2:15][N:14]([C:19]3[CH:28]=[CH:27][C:22]([C:23]([O:25][CH3:26])=[O:24])=[CH:21][N:20]=3)[CH2:13]2)=[O:11])[CH2:7][CH2:8]1. The catalyst class is: 5.